Task: Predict the reactants needed to synthesize the given product.. Dataset: Full USPTO retrosynthesis dataset with 1.9M reactions from patents (1976-2016) (1) Given the product [C:14]1([C:8]2[S:7][C:6]([C:4]([OH:3])=[O:5])=[C:10]([N:11]([C@H:21]3[CH2:22][CH2:23][C@H:24]([O:27][CH2:28][CH3:29])[CH2:25][CH2:26]3)[C:12]([C@H:14]3[CH2:15][CH2:16][C@H:17]([CH3:20])[CH2:18][CH2:19]3)=[O:13])[CH:9]=2)[CH2:19][CH2:18][CH2:17][CH2:16][CH:15]=1, predict the reactants needed to synthesize it. The reactants are: C([O:3][C:4]([C:6]1[S:7][C:8](Br)=[CH:9][C:10]=1[N:11]([C@H:21]1[CH2:26][CH2:25][C@H:24]([O:27][CH2:28][CH3:29])[CH2:23][CH2:22]1)[C:12]([C@H:14]1[CH2:19][CH2:18][C@H:17]([CH3:20])[CH2:16][CH2:15]1)=[O:13])=[O:5])C.[OH-].[Li+]. (2) The reactants are: [Cl:1][C:2]1[CH:7]=[CH:6][CH:5]=[CH:4][C:3]=1[C:8]1[CH:13]=[CH:12][C:11]([C:14]([OH:16])=O)=[C:10]([CH2:17][N:18]2[C:22](=[O:23])[N:21]([CH2:24][CH:25]([OH:30])[C:26]([F:29])([F:28])[F:27])[C:20]([C:31]3[CH:36]=[CH:35][C:34]([Cl:37])=[CH:33][CH:32]=3)=[N:19]2)[CH:9]=1.C1C=CC2N(O)N=[N:44]C=2C=1.C(Cl)CCl.N. Given the product [Cl:1][C:2]1[CH:7]=[CH:6][CH:5]=[CH:4][C:3]=1[C:8]1[CH:13]=[CH:12][C:11]([C:14]([NH2:44])=[O:16])=[C:10]([CH2:17][N:18]2[C:22](=[O:23])[N:21]([CH2:24][CH:25]([OH:30])[C:26]([F:28])([F:29])[F:27])[C:20]([C:31]3[CH:32]=[CH:33][C:34]([Cl:37])=[CH:35][CH:36]=3)=[N:19]2)[CH:9]=1, predict the reactants needed to synthesize it. (3) Given the product [F:10][C:11]1[C:16]([C:17]([CH3:19])=[CH2:18])=[CH:15][CH:14]=[CH:13][N:12]=1, predict the reactants needed to synthesize it. The reactants are: P(=O)(O)(O)O.C(O)(=O)C.[F:10][C:11]1[C:16]([C:17](O)([CH3:19])[CH3:18])=[CH:15][CH:14]=[CH:13][N:12]=1.C([O-])([O-])=O.[Na+].[Na+]. (4) The reactants are: [F:1][C:2]1[CH:7]=[CH:6][C:5]([C:8]2[CH:9]=[N:10][N:11]3[CH2:16][CH2:15][NH:14][CH2:13][C:12]=23)=[CH:4][CH:3]=1.[F:17]C1C=C(F)C=CC=1B(O)O. Given the product [F:17][C:6]1[CH:7]=[C:2]([F:1])[CH:3]=[CH:4][C:5]=1[C:8]1[CH:9]=[N:10][N:11]2[CH2:16][CH2:15][NH:14][CH2:13][C:12]=12, predict the reactants needed to synthesize it. (5) Given the product [CH2:1]([N:8]([C@@H:9]([CH3:12])[CH2:10][OH:11])[C:22](=[O:23])[CH2:21][Cl:20])[C:2]1[CH:7]=[CH:6][CH:5]=[CH:4][CH:3]=1, predict the reactants needed to synthesize it. The reactants are: [CH2:1]([NH:8][C@@H:9]([CH3:12])[CH2:10][OH:11])[C:2]1[CH:7]=[CH:6][CH:5]=[CH:4][CH:3]=1.C(N(CC)CC)C.[Cl:20][CH2:21][C:22](Cl)=[O:23]. (6) Given the product [CH2:12]([NH:11][C:9](=[O:10])[C:8]([CH3:17])([C:5]1[CH:6]=[CH:7][C:2]([C:34]2[CH:33]=[CH:32][CH:31]=[C:30]([N+:27]([O-:29])=[O:28])[CH:35]=2)=[CH:3][CH:4]=1)[CH3:16])[CH:13]([CH3:15])[CH3:14], predict the reactants needed to synthesize it. The reactants are: Br[C:2]1[CH:7]=[CH:6][C:5]([C:8]([CH3:17])([CH3:16])[C:9]([NH:11][CH2:12][CH:13]([CH3:15])[CH3:14])=[O:10])=[CH:4][CH:3]=1.CCO.C([O-])([O-])=O.[Na+].[Na+].[N+:27]([C:30]1[CH:31]=[C:32](B(O)O)[CH:33]=[CH:34][CH:35]=1)([O-:29])=[O:28].